This data is from Full USPTO retrosynthesis dataset with 1.9M reactions from patents (1976-2016). The task is: Predict the reactants needed to synthesize the given product. Given the product [CH3:26][O:25][C:22]1[CH:21]=[CH:20][C:19]([C:18]2[C:11]3[C:10]([O:6][CH2:5][CH:4]([CH3:3])[CH2:7][OH:8])=[N:15][CH:14]=[N:13][C:12]=3[O:16][C:17]=2[C:27]2[CH:28]=[CH:29][CH:30]=[CH:31][CH:32]=2)=[CH:24][CH:23]=1, predict the reactants needed to synthesize it. The reactants are: [OH-].[Na+].[CH3:3][CH:4]([CH2:7][OH:8])[CH2:5][OH:6].Cl[C:10]1[C:11]2[C:18]([C:19]3[CH:24]=[CH:23][C:22]([O:25][CH3:26])=[CH:21][CH:20]=3)=[C:17]([C:27]3[CH:32]=[CH:31][CH:30]=[CH:29][CH:28]=3)[O:16][C:12]=2[N:13]=[CH:14][N:15]=1.Cl.